From a dataset of Forward reaction prediction with 1.9M reactions from USPTO patents (1976-2016). Predict the product of the given reaction. (1) Given the reactants [CH:1]1([S:4](Cl)(=[O:6])=[O:5])[CH2:3][CH2:2]1.[C:8]([C:10]1([C:16]2[N:21]=[CH:20][C:19]([NH:22][C:23]([C:25]3[CH:26]=[N:27][N:28]([C:31]4[CH:36]=[CH:35][C:34]([C:37]([F:40])([F:39])[F:38])=[CH:33][N:32]=4)[C:29]=3[CH3:30])=[O:24])=[CH:18][CH:17]=2)[CH2:15][CH2:14][NH:13][CH2:12][CH2:11]1)#[N:9].C(=O)([O-])[O-].[K+].[K+].O, predict the reaction product. The product is: [C:8]([C:10]1([C:16]2[N:21]=[CH:20][C:19]([NH:22][C:23]([C:25]3[CH:26]=[N:27][N:28]([C:31]4[CH:36]=[CH:35][C:34]([C:37]([F:40])([F:39])[F:38])=[CH:33][N:32]=4)[C:29]=3[CH3:30])=[O:24])=[CH:18][CH:17]=2)[CH2:11][CH2:12][N:13]([S:4]([CH:1]2[CH2:3][CH2:2]2)(=[O:6])=[O:5])[CH2:14][CH2:15]1)#[N:9]. (2) Given the reactants [C:1]([O:5][C:6]([N:8]1[C:16]2[C:11](=[CH:12][CH:13]=[CH:14][CH:15]=2)[C:10](/[CH:17]=[CH:18]/[C:19]([OH:21])=O)=[CH:9]1)=[O:7])([CH3:4])([CH3:3])[CH3:2].[CH:22]([NH:25][NH:26][C:27](=[O:34])[C:28]1[CH:33]=[CH:32][N:31]=[CH:30][CH:29]=1)([CH3:24])[CH3:23].CN(C(ON1N=NC2C=CC=NC1=2)=[N+](C)C)C.F[P-](F)(F)(F)(F)F.C(N(CC)C(C)C)(C)C, predict the reaction product. The product is: [C:27]([NH:26][N:25]([C:19](=[O:21])/[CH:18]=[CH:17]/[C:10]1[C:11]2[C:16](=[CH:15][CH:14]=[CH:13][CH:12]=2)[N:8]([C:6]([O:5][C:1]([CH3:2])([CH3:4])[CH3:3])=[O:7])[CH:9]=1)[CH:22]([CH3:24])[CH3:23])(=[O:34])[C:28]1[CH:33]=[CH:32][N:31]=[CH:30][CH:29]=1.